From a dataset of Drug-target binding data from BindingDB using IC50 measurements. Regression. Given a target protein amino acid sequence and a drug SMILES string, predict the binding affinity score between them. We predict pIC50 (pIC50 = -log10(IC50 in M); higher means more potent). Dataset: bindingdb_ic50. (1) The compound is CN[C@@H](C)C(=O)N[C@H]1C(=O)N(Cc2c(OC)ccc3cc(Br)ccc23)c2ccccc2OC12COC2. The target protein sequence is MRHHHHHHRDHFALDRPSETHADYLLRTGQVVDISDTIYPRNPAMYSEEARLKSFQNWPDYAHLTPRELASAGLYYTGIGDQVQCFACGGKLKNWEPGDRAWSEHRRHFPNCFFVLGRNLNIRSE. The pIC50 is 5.7. (2) The target protein (O60331) has sequence MELEVPDEAESAEAGAVPSEAAWAAESGAAAGLAQKKAAPTEVLSMTAQPGPGHGKKLGHRGVDASGETTYKKTTSSTLKGAIQLGIGYTVGHLSSKPERDVLMQDFYVVESIFFPSEGSNLTPAHHFQDFRFKTYAPVAFRYFRELFGIRPDDYLYSLCNEPLIELSNPGASGSLFYVTSDDEFIIKTVMHKEAEFLQKLLPGYYMNLNQNPRTLLPKFYGLYCVQSGGKNIRVVVMNNILPRVVKMHLKFDLKGSTYKRRASKKEKEKSFPTYKDLDFMQDMPEGLLLDADTFSALVKTLQRDCLVLESFKIMDYSLLLGVHNIDQHERERQAQGAQSTSDEKRPVGQKALYSTAMESIQGGAARGEAIESDDTMGGIPAVNGRGERLLLHIGIIDILQSYRFIKKLEHTWKALVHDGDTVSVHRPSFYAERFFKFMSNTVFRKNSSLKSSPSKKGRGGALLAVKPLGPTAAFSASQIPSEREEAQYDLRGARSYPTL.... The pIC50 is 4.0. The compound is Nc1nc2ccc(-c3ccccn3)cc2s1. (3) The target protein (P40347) has sequence MTIEKPKISVAFICLGNFCRSPMAEAIFKHEVEKANLENRFNKIDSFGTSNYHVGESPDHRTVSICKQHGVKINHKGKQIKTKHFDEYDYIIGMDESNINNLKKIQPEGSKAKVCLFGDWNTNDGTVQTIIEDPWYGDIQDFEYNFKQITYFSKQFLKKEL. The drug is O=C(O)c1ccc(CN2C(=O)/C(=C/c3cccc4ccccc34)S/C2=N\c2ccccc2)cc1. The pIC50 is 3.3. (4) The small molecule is CC1(C)N=C(N)N=C(N)N1OCCCOc1cc(Cl)c(Cl)cc1Cl. The target protein sequence is MMEQVCDVFDIYAICACCKVESKNEGKKNEVFNNYTFRGLGNKGVLPWKCISLDMKYFRAVTTYVNESKYEKLKYKRCKYLNKETVDNVNDMPNSKKLQNVVVMGRTNWESIPKKFKPLSNRINVILSRTLKKEDFDEDVYIINKVEDLIVLLGKLNYYKCFILGGSVVYQEFLEKKLIKKIYFTRINSTYECDVFFPEINENEYQIISVSDVYTSNNTTLDFIIYKKTNNKMLNEQNCIKGEEKNNDMPLKNDDKDTCHMKKLTEFYKNVDKYKINYENDDDDEEEDDFVYFNFNKEKEEKNKNSIHPNDFQIYNSLKYKYHPEYQYLNIIYDIMMNGNKQSDRTGVGVLSKFGYIMKFDLSQYFPLLTTKKLFLRGIIEELLWFIRGETNGNTLLNKNVRIWEANGTREFLDNRKLFHREVNDLGPIYGFQWRHFGAEYTNMYDNYENKGVDQLKNIINLIKNDPTSRRILLCAWNVKDLDQMALPPCHILCQFYVFD.... The pIC50 is 7.7. (5) The small molecule is CSc1ccc(N2CCC3(CCN(C[C@H](O)c4ccc5c(c4C)COC5=O)CC3)C2)cn1. The target protein (P48048) has sequence MNASSRNVFDTLIRVLTESMFKHLRKWVVTRFFGHSRQRARLVSKDGRCNIEFGNVEAQSRFIFFVDIWTTVLDLKWRYKMTIFITAFLGSWFFFGLLWYAVAYIHKDLPEFHPSANHTPCVENINGLTSAFLFSLETQVTIGYGFRCVTEQCATAIFLLIFQSILGVIINSFMCGAILAKISRPKKRAKTITFSKNAVISKRGGKLCLLIRVANLRKSLLIGSHIYGKLLKTTVTPEGETIILDQININFVVDAGNENLFFISPLTIYHVIDHNSPFFHMAAETLLQQDFELVVFLDGTVESTSATCQVRTSYVPEEVLWGYRFAPIVSKTKEGKYRVDFHNFSKTVEVETPHCAMCLYNEKDVRARMKRGYDNPNFILSEVNETDDTKM. The pIC50 is 6.0. (6) The small molecule is CCOP(=O)(c1ccc(OC)cc1)N1CCCC1C(=O)NO. The target protein (Q13443) has sequence MGSGARFPSGTLRVRWLLLLGLVGPVLGAARPGFQQTSHLSSYEIITPWRLTRERREAPRPYSKQVSYVIQAEGKEHIIHLERNKDLLPEDFVVYTYNKEGTLITDHPNIQNHCHYRGYVEGVHNSSIALSDCFGLRGLLHLENASYGIEPLQNSSHFEHIIYRMDDVYKEPLKCGVSNKDIEKETAKDEEEEPPSMTQLLRRRRAVLPQTRYVELFIVVDKERYDMMGRNQTAVREEMILLANYLDSMYIMLNIRIVLVGLEIWTNGNLINIVGGAGDVLGNFVQWREKFLITRRRHDSAQLVLKKGFGGTAGMAFVGTVCSRSHAGGINVFGQITVETFASIVAHELGHNLGMNHDDGRDCSCGAKSCIMNSGASGSRNFSSCSAEDFEKLTLNKGGNCLLNIPKPDEAYSAPSCGNKLVDAGEECDCGTPKECELDPCCEGSTCKLKSFAECAYGDCCKDCRFLPGGTLCRGKTSECDVPEYCNGSSQFCQPDVFIQ.... The pIC50 is 5.0. (7) The drug is COc1ccc(-c2cc(NC(=O)N[C@@H](CCc3ccccc3)C(=O)O)c(C(=O)O)s2)cc1. The target protein sequence is MGNPILAGLGFSLPKRQVSNHDLVGRINTSDEFIVERTGVRTRYHVEPEQAVSALMVPAARQAIEAAGLLPEDIDLLLVNTLSPDHHDPSQACLIQPLLGLRHIPVLDIRAQCSGLLYGLQMARGQILAGLARHVLVVCGEVLSKRMDCSDRGRNLSILLGDGAGAVVVSAGESLDDGLLDLRLGADGNYFDLLMTAAPGSASPTFLDENVLREGGGEFLMRGRPMFEHASQTLVRIAGEMLAAHELTLDDIDHVICHQPNLRILDAVQEQLGIPQHKFAVTVDRLGNMASASTPVTLAMFWPDIQPGQRVLVLTYGSGATWGAALYRKPEEVNRPC. The pIC50 is 4.5. (8) The compound is c1ccc(Cn2nc3cc2CNCCNCCNCc2cc(n(Cc4ccccc4)n2)CNCCNCCNC3)cc1. The target protein (P08294) has sequence MLALLCSCLLLAAGASDAWTGEDSAEPNSDSAEWIRDMYAKVTEIWQEVMQRRDDDGALHAACQVQPSATLDAAQPRVTGVVLFRQLAPRAKLDAFFALEGFPTEPNSSSRAIHVHQFGDLSQGCESTGPHYNPLAVPHPQHPGDFGNFAVRDGSLWRYRAGLAASLAGPHSIVGRAVVVHAGEDDLGRGGNQASVENGNAGRRLACCVVGVCGPGLWERQAREHSERKKRRRESECKAA. The pIC50 is 3.8.